Dataset: Full USPTO retrosynthesis dataset with 1.9M reactions from patents (1976-2016). Task: Predict the reactants needed to synthesize the given product. (1) Given the product [CH3:25][O:24][C:7]1[CH:6]=[CH:5][C:4]2[N:3]=[C:2]([NH:26][C:27]3[CH:28]=[CH:29][C:30]([C:33]4[CH:38]=[CH:37][C:36]([C:39]([OH:41])=[O:40])=[CH:35][CH:34]=4)=[CH:31][CH:32]=3)[C:11]3=[N:12][NH:13][CH:14]=[C:10]3[C:9]=2[CH:8]=1, predict the reactants needed to synthesize it. The reactants are: Cl[C:2]1[C:11]2=[N:12][N:13](CC3C=CC(OC)=CC=3)[CH:14]=[C:10]2[C:9]2[CH:8]=[C:7]([O:24][CH3:25])[CH:6]=[CH:5][C:4]=2[N:3]=1.[NH2:26][C:27]1[CH:32]=[CH:31][C:30]([C:33]2[CH:38]=[CH:37][C:36]([C:39]([OH:41])=[O:40])=[CH:35][CH:34]=2)=[CH:29][CH:28]=1.Cl. (2) Given the product [OH:31][C@@:24]1([C:22]#[C:23][C:2]2[CH:3]=[C:4]([N:8]3[C:12]4=[CH:13][N:14]=[C:15]([O:17][CH3:18])[CH:16]=[C:11]4[C:10]([C:19]([NH2:21])=[O:20])=[N:9]3)[CH:5]=[CH:6][CH:7]=2)[CH2:28][CH2:27][N:26]([CH3:29])[C:25]1=[O:30], predict the reactants needed to synthesize it. The reactants are: I[C:2]1[CH:3]=[C:4]([N:8]2[C:12]3=[CH:13][N:14]=[C:15]([O:17][CH3:18])[CH:16]=[C:11]3[C:10]([C:19]([NH2:21])=[O:20])=[N:9]2)[CH:5]=[CH:6][CH:7]=1.[C:22]([C@:24]1([OH:31])[CH2:28][CH2:27][N:26]([CH3:29])[C:25]1=[O:30])#[CH:23].